Dataset: Full USPTO retrosynthesis dataset with 1.9M reactions from patents (1976-2016). Task: Predict the reactants needed to synthesize the given product. The reactants are: [C:1]([N:4]1[CH2:18][CH2:17][CH2:16][C:5]21[C:8](=[O:9])[N:7]([CH2:10][C:11]([O:13]CC)=[O:12])[CH2:6]2)(=[O:3])[CH3:2].O.O[Li].O. Given the product [C:1]([N:4]1[CH2:18][CH2:17][CH2:16][C:5]21[C:8](=[O:9])[N:7]([CH2:10][C:11]([OH:13])=[O:12])[CH2:6]2)(=[O:3])[CH3:2], predict the reactants needed to synthesize it.